Dataset: NCI-60 drug combinations with 297,098 pairs across 59 cell lines. Task: Regression. Given two drug SMILES strings and cell line genomic features, predict the synergy score measuring deviation from expected non-interaction effect. (1) Cell line: CCRF-CEM. Synergy scores: CSS=76.5, Synergy_ZIP=4.33, Synergy_Bliss=5.34, Synergy_Loewe=-3.41, Synergy_HSA=3.94. Drug 2: CCC1=C2CN3C(=CC4=C(C3=O)COC(=O)C4(CC)O)C2=NC5=C1C=C(C=C5)O. Drug 1: C1CN1P(=S)(N2CC2)N3CC3. (2) Cell line: UACC62. Synergy scores: CSS=6.24, Synergy_ZIP=-3.47, Synergy_Bliss=-2.65, Synergy_Loewe=-2.74, Synergy_HSA=-2.58. Drug 2: C1C(C(OC1N2C=NC3=C2NC=NCC3O)CO)O. Drug 1: CNC(=O)C1=NC=CC(=C1)OC2=CC=C(C=C2)NC(=O)NC3=CC(=C(C=C3)Cl)C(F)(F)F. (3) Drug 1: C1CCN(CC1)CCOC2=CC=C(C=C2)C(=O)C3=C(SC4=C3C=CC(=C4)O)C5=CC=C(C=C5)O. Drug 2: CC1=C(C=C(C=C1)NC(=O)C2=CC=C(C=C2)CN3CCN(CC3)C)NC4=NC=CC(=N4)C5=CN=CC=C5. Cell line: KM12. Synergy scores: CSS=-19.4, Synergy_ZIP=10.9, Synergy_Bliss=7.11, Synergy_Loewe=1.04, Synergy_HSA=-7.87. (4) Drug 1: C1CNP(=O)(OC1)N(CCCl)CCCl. Drug 2: N.N.Cl[Pt+2]Cl. Cell line: SF-268. Synergy scores: CSS=37.4, Synergy_ZIP=-1.32, Synergy_Bliss=-3.14, Synergy_Loewe=-34.6, Synergy_HSA=-3.90.